Dataset: Full USPTO retrosynthesis dataset with 1.9M reactions from patents (1976-2016). Task: Predict the reactants needed to synthesize the given product. Given the product [CH3:1][N:2]([S:31]([C:34]1[CH:39]=[CH:38][CH:37]=[CH:36][N:35]=1)(=[O:33])=[O:32])[C:3]1[CH:4]=[C:5]([O:24][CH2:25][C:26]([OH:28])=[O:27])[CH:6]=[C:7]2[C:11]=1[NH:10][C:9]([C:12]1[S:13][CH:14]([CH2:17][N:18]3[CH2:23][CH2:22][S:21][CH2:20][CH2:19]3)[CH2:15][N:16]=1)=[CH:8]2, predict the reactants needed to synthesize it. The reactants are: [CH3:1][N:2]([S:31]([C:34]1[CH:39]=[CH:38][CH:37]=[CH:36][N:35]=1)(=[O:33])=[O:32])[C:3]1[CH:4]=[C:5]([O:24][CH2:25][C:26]([O:28]CC)=[O:27])[CH:6]=[C:7]2[C:11]=1[NH:10][C:9]([C:12]1[S:13][CH:14]([CH2:17][N:18]3[CH2:23][CH2:22][S:21][CH2:20][CH2:19]3)[CH2:15][N:16]=1)=[CH:8]2.[OH-].[Na+].